Dataset: Catalyst prediction with 721,799 reactions and 888 catalyst types from USPTO. Task: Predict which catalyst facilitates the given reaction. (1) Reactant: [CH:1]([N:4]1[CH2:9][CH2:8][CH:7]([S:10]([C:12]2[CH:13]=[CH:14][C:15]3[O:21][CH2:20][CH2:19][N:18]4[CH:22]=[C:23]([C:25]5[C:30]([CH3:31])=[CH:29][CH:28]=[CH:27][N:26]=5)[N:24]=[C:17]4[C:16]=3[CH:32]=2)=[O:11])[CH2:6][CH2:5]1)([CH3:3])[CH3:2].C(O)(C(F)(F)F)=[O:34].C1C=C(Cl)C=C(C(OO)=O)C=1. Product: [CH:1]([N:4]1[CH2:9][CH2:8][CH:7]([S:10]([C:12]2[CH:13]=[CH:14][C:15]3[O:21][CH2:20][CH2:19][N:18]4[CH:22]=[C:23]([C:25]5[C:30]([CH3:31])=[CH:29][CH:28]=[CH:27][N:26]=5)[N:24]=[C:17]4[C:16]=3[CH:32]=2)(=[O:34])=[O:11])[CH2:6][CH2:5]1)([CH3:3])[CH3:2]. The catalyst class is: 2. (2) Reactant: C([C:3](CC)(C([O-])=O)[C:4]([O-])=[O:5])C.[Na].[O:13]1[CH2:18][CH2:17][CH:16]([CH:19]=[CH:20][C:21](=[O:23])[CH3:22])[CH2:15][CH2:14]1. Product: [O:13]1[CH2:18][CH2:17][CH:16]([CH:19]2[CH2:3][C:4](=[O:5])[CH2:22][C:21](=[O:23])[CH2:20]2)[CH2:15][CH2:14]1. The catalyst class is: 8. (3) Reactant: [Cl:1][C:2]1[CH:3]=[C:4]([CH:9]2[CH:15]([CH:16]3[CH2:18][O:17]3)[O:14][CH2:13][CH2:12][N:11]([C:19]([O:21][C:22]([CH3:25])([CH3:24])[CH3:23])=[O:20])[CH2:10]2)[CH:5]=[CH:6][C:7]=1[Cl:8].[CH3:26][S-:27].[Na+].O. Product: [Cl:1][C:2]1[CH:3]=[C:4]([CH:9]2[CH:15]([CH:16]([OH:17])[CH2:18][S:27][CH3:26])[O:14][CH2:13][CH2:12][N:11]([C:19]([O:21][C:22]([CH3:25])([CH3:24])[CH3:23])=[O:20])[CH2:10]2)[CH:5]=[CH:6][C:7]=1[Cl:8]. The catalyst class is: 3. (4) Reactant: [NH2:1][C@@H:2]([CH3:15])[CH2:3][NH:4][C:5]1[CH:13]=[C:12]([Br:14])[CH:11]=[CH:10][C:6]=1[C:7](O)=[O:8].CCN(CC)CC.CN(C(ON1N=NC2C=CC=NC1=2)=[N+](C)C)C.F[P-](F)(F)(F)(F)F. Product: [Br:14][C:12]1[CH:11]=[CH:10][C:6]2[C:7](=[O:8])[NH:1][C@@H:2]([CH3:15])[CH2:3][NH:4][C:5]=2[CH:13]=1. The catalyst class is: 3. (5) Reactant: C([O:4][C:5]1[C:6]([CH3:19])=[C:7]2[C:12](=[C:13]([CH3:16])[C:14]=1[CH3:15])[O:11][C:10]([CH3:18])([CH3:17])[CH:9]=[CH:8]2)(=O)C.[OH-].[Na+]. Product: [CH3:17][C:10]1([CH3:18])[CH:9]=[CH:8][C:7]2[C:12](=[C:13]([CH3:16])[C:14]([CH3:15])=[C:5]([OH:4])[C:6]=2[CH3:19])[O:11]1. The catalyst class is: 5. (6) Reactant: [F:1][CH:2]([F:39])[C:3]1[CH:4]=[CH:5][C:6]([C:9]([F:38])([F:37])[CH2:10][N:11]2[CH2:16][CH2:15][CH:14]([NH:17][C:18]3[C:19]4[CH:26]=[CH:25][N:24](S(C5C=CC(C)=CC=5)(=O)=O)[C:20]=4[N:21]=[CH:22][N:23]=3)[CH2:13][CH2:12]2)=[N:7][CH:8]=1.[OH-].[Na+]. Product: [F:39][CH:2]([F:1])[C:3]1[CH:4]=[CH:5][C:6]([C:9]([F:38])([F:37])[CH2:10][N:11]2[CH2:12][CH2:13][CH:14]([NH:17][C:18]3[C:19]4[CH:26]=[CH:25][NH:24][C:20]=4[N:21]=[CH:22][N:23]=3)[CH2:15][CH2:16]2)=[N:7][CH:8]=1. The catalyst class is: 1. (7) Reactant: [F:1][C:2]([F:31])([F:30])[C:3]1[CH:4]=[C:5]([C:16]2[O:20][N:19]=[C:18]([C:21]3[CH:29]=[CH:28][CH:27]=[C:26]4[C:22]=3[CH:23]=[CH:24][NH:25]4)[N:17]=2)[CH:6]=[CH:7][C:8]=1[O:9][CH:10]([CH3:15])[C:11]([F:14])([F:13])[F:12].[H-].[Na+].[CH3:34][S:35](Cl)(=[O:37])=[O:36].O. Product: [CH3:34][S:35]([N:25]1[C:26]2[C:22](=[C:21]([C:18]3[N:17]=[C:16]([C:5]4[CH:6]=[CH:7][C:8]([O:9][CH:10]([CH3:15])[C:11]([F:12])([F:13])[F:14])=[C:3]([C:2]([F:1])([F:30])[F:31])[CH:4]=4)[O:20][N:19]=3)[CH:29]=[CH:28][CH:27]=2)[CH:23]=[CH:24]1)(=[O:37])=[O:36]. The catalyst class is: 3. (8) Reactant: [NH2:1][CH2:2][C@H:3]1[CH2:8][N:7]([S:9]([C:12]2[S:13][CH:14]=[CH:15][CH:16]=2)(=[O:11])=[O:10])[CH2:6][CH2:5][N:4]1[C:17]1[CH:22]=[CH:21][C:20]([C:23]([OH:29])([CH3:28])[C:24]([F:27])([F:26])[F:25])=[CH:19][CH:18]=1.[O:30]1[CH2:33][C:32](=O)[CH2:31]1.[C:35]([OH:38])(=O)[CH3:36].[C:39](O[BH-](OC(=O)C)OC(=O)C)(=O)C.[Na+]. Product: [O:38]1[CH2:35][CH:36]([N:1]([CH2:2][C@H:3]2[CH2:8][N:7]([S:9]([C:12]3[S:13][CH:14]=[CH:15][CH:16]=3)(=[O:10])=[O:11])[CH2:6][CH2:5][N:4]2[C:17]2[CH:18]=[CH:19][C:20]([C:23]([OH:29])([CH3:28])[C:24]([F:26])([F:27])[F:25])=[CH:21][CH:22]=2)[CH:32]2[CH2:31][O:30][CH2:33]2)[CH2:39]1. The catalyst class is: 2.